From a dataset of Reaction yield outcomes from USPTO patents with 853,638 reactions. Predict the reaction yield, written as a fraction of the theoretical maximum amount of product (1.0 means a 100% yield; for example, 0.34 means a 34% yield). (1) The reactants are [CH2:1]([O:8][C:9]([C:11]1[C:19]2[C:14](=[CH:15][CH:16]=[C:17]([CH2:20][CH2:21]OS(C)(=O)=O)[CH:18]=2)[NH:13][C:12]=1[CH3:27])=[O:10])[C:2]1[CH:7]=[CH:6][CH:5]=[CH:4][CH:3]=1.[CH3:28][N:29]1[CH2:34][CH2:33][NH:32][CH2:31][CH2:30]1. The catalyst is O1CCOCC1. The product is [CH2:1]([O:8][C:9]([C:11]1[C:19]2[C:14](=[CH:15][CH:16]=[C:17]([CH2:20][CH2:21][N:32]3[CH2:33][CH2:34][N:29]([CH3:28])[CH2:30][CH2:31]3)[CH:18]=2)[NH:13][C:12]=1[CH3:27])=[O:10])[C:2]1[CH:7]=[CH:6][CH:5]=[CH:4][CH:3]=1. The yield is 0.450. (2) The yield is 0.810. No catalyst specified. The product is [CH3:1][N:2]1[CH2:7][CH2:6][CH2:5][CH:4]([CH2:8][O:9][C:10]2[CH:11]=[CH:12][C:13]([NH:16][CH:18]=[C:19]3[C:27]4[C:22](=[CH:23][CH:24]=[CH:25][CH:26]=4)[NH:21][C:20]3=[O:28])=[CH:14][CH:15]=2)[CH2:3]1. The reactants are [CH3:1][N:2]1[CH2:7][CH2:6][CH2:5][CH:4]([CH2:8][O:9][C:10]2[CH:15]=[CH:14][C:13]([NH2:16])=[CH:12][CH:11]=2)[CH2:3]1.O[CH:18]=[C:19]1[C:27]2[C:22](=[CH:23][CH:24]=[CH:25][CH:26]=2)[NH:21][C:20]1=[O:28]. (3) The reactants are [N+:1]([C:4]1[CH:5]=[CH:6][C:7]2[NH:12][CH2:11][CH2:10][O:9][C:8]=2[CH:13]=1)([O-:3])=[O:2].[H-].[Na+].Cl.Cl[CH2:18][CH2:19][N:20]1[CH2:24][CH2:23][CH2:22][CH2:21]1. The catalyst is CN(C=O)C.O. The product is [N+:1]([C:4]1[CH:5]=[CH:6][C:7]2[N:12]([CH2:18][CH2:19][N:20]3[CH2:24][CH2:23][CH2:22][CH2:21]3)[CH2:11][CH2:10][O:9][C:8]=2[CH:13]=1)([O-:3])=[O:2]. The yield is 0.720. (4) The reactants are [CH3:1][C:2]1[CH:7]=[CH:6][C:5]([CH3:8])=[CH:4][C:3]=1[NH:9][C:10]1[N:15]2[N:16]=[CH:17][C:18]([C:19](O)=[O:20])=[C:14]2[N:13]=[CH:12][C:11]=1[C:22]([N:24]1[CH2:29][CH2:28][CH:27]([C:30]2[CH:35]=[CH:34][C:33]([F:36])=[CH:32][CH:31]=2)[CH2:26][CH2:25]1)=[O:23].[CH2:37]([S:39]([NH2:42])(=[O:41])=[O:40])[CH3:38]. No catalyst specified. The product is [CH3:1][C:2]1[CH:7]=[CH:6][C:5]([CH3:8])=[CH:4][C:3]=1[NH:9][C:10]1[N:15]2[N:16]=[CH:17][C:18]([C:19]([NH:42][S:39]([CH2:37][CH3:38])(=[O:41])=[O:40])=[O:20])=[C:14]2[N:13]=[CH:12][C:11]=1[C:22]([N:24]1[CH2:25][CH2:26][CH:27]([C:30]2[CH:31]=[CH:32][C:33]([F:36])=[CH:34][CH:35]=2)[CH2:28][CH2:29]1)=[O:23]. The yield is 0.650. (5) The reactants are [F:1][C:2]1[CH:7]=[CH:6][C:5]([F:8])=[CH:4][C:3]=1[CH:9]1[CH2:13][CH2:12][CH2:11][N:10]1[C:14]1[CH:19]=[CH:18][N:17]2[N:20]=[CH:21][C:22]([C:23](O)=[O:24])=[C:16]2[N:15]=1.Cl.[C:27]([NH:32][NH2:33])(=[O:31])[CH:28]([CH3:30])[CH3:29].CCN(C(C)C)C(C)C.CN(C(ON1N=NC2C=CC=NC1=2)=[N+](C)C)C.F[P-](F)(F)(F)(F)F. The catalyst is CN(C=O)C.CCOC(C)=O. The product is [F:1][C:2]1[CH:7]=[CH:6][C:5]([F:8])=[CH:4][C:3]=1[CH:9]1[CH2:13][CH2:12][CH2:11][N:10]1[C:14]1[CH:19]=[CH:18][N:17]2[N:20]=[CH:21][C:22]([C:23]([NH:33][NH:32][C:27](=[O:31])[CH:28]([CH3:30])[CH3:29])=[O:24])=[C:16]2[N:15]=1. The yield is 0.750.